From a dataset of Peptide-MHC class I binding affinity with 185,985 pairs from IEDB/IMGT. Regression. Given a peptide amino acid sequence and an MHC pseudo amino acid sequence, predict their binding affinity value. This is MHC class I binding data. The peptide sequence is AVMAPRTHNR. The MHC is HLA-A31:01 with pseudo-sequence HLA-A31:01. The binding affinity (normalized) is 1.00.